Task: Predict the product of the given reaction.. Dataset: Forward reaction prediction with 1.9M reactions from USPTO patents (1976-2016) Given the reactants [Cl:1][C:2]1[CH:7]=[CH:6][C:5]([N:8]2[CH:12]=[CH:11][C:10]([C:13]3[CH:26]=[CH:25][C:16]([O:17][C:18]4[CH:23]=[CH:22][C:21]([OH:24])=[CH:20][CH:19]=4)=[CH:15][CH:14]=3)=[N:9]2)=[CH:4][CH:3]=1.Br[C:28]1([CH2:37][CH2:38][O:39][CH2:40]C)[C:33](=[O:34])[NH:32][C:31](=[O:35])[NH:30][C:29]1=[O:36], predict the reaction product. The product is: [Cl:1][C:2]1[CH:3]=[CH:4][C:5]([N:8]2[CH:12]=[CH:11][C:10]([C:13]3[CH:26]=[CH:25][C:16]([O:17][C:18]4[CH:23]=[CH:22][C:21]([O:24][C:28]5([CH2:37][CH2:38][O:39][CH3:40])[C:29](=[O:36])[NH:30][C:31](=[O:35])[NH:32][C:33]5=[O:34])=[CH:20][CH:19]=4)=[CH:15][CH:14]=3)=[N:9]2)=[CH:6][CH:7]=1.